From a dataset of Forward reaction prediction with 1.9M reactions from USPTO patents (1976-2016). Predict the product of the given reaction. (1) Given the reactants C([O:3][C:4](=O)[CH2:5][CH2:6][C:7]1[CH:12]=[CH:11][C:10]([CH2:13][N:14]2[CH:19]=[C:18]([CH3:20])[C:17](=[O:21])[NH:16][C:15]2=[O:22])=[CH:9][CH:8]=1)C.[NH3:24], predict the reaction product. The product is: [CH3:20][C:18]1[C:17](=[O:21])[NH:16][C:15](=[O:22])[N:14]([CH2:13][C:10]2[CH:11]=[CH:12][C:7]([CH2:6][CH2:5][C:4]([NH2:24])=[O:3])=[CH:8][CH:9]=2)[CH:19]=1. (2) Given the reactants BrC1C([N:8]([CH2:23][O:24][CH3:25])[S:9]([C:12]2[CH:17]=[CH:16][C:15](Cl)=[C:14]([C:19]([F:22])([F:21])[F:20])[CH:13]=2)(=[O:11])=[O:10])=CC(C)=CN=1.C([Mg]Cl)(C)C.CC1C(C=O)=C(C)C=CN=1, predict the reaction product. The product is: [CH3:25][O:24][CH2:23][NH:8][S:9]([C:12]1[CH:17]=[CH:16][CH:15]=[C:14]([C:19]([F:22])([F:20])[F:21])[CH:13]=1)(=[O:11])=[O:10]. (3) Given the reactants [CH2:1]([O:3][C:4](=[O:20])[C@@H:5]([O:18][CH3:19])[CH2:6][C:7]1[CH:12]=[CH:11][C:10]([O:13][CH2:14][CH2:15][CH2:16]Br)=[CH:9][CH:8]=1)[CH3:2].[C:21]([Si:25]([CH3:41])([CH3:40])[O:26][C:27]1(O)[CH:32]=[CH:31][C:30]([C:33]2[CH:38]=[CH:37][CH:36]=[CH:35][CH:34]=2)=[CH:29][CH2:28]1)([CH3:24])([CH3:23])[CH3:22].CN(C=[O:46])C, predict the reaction product. The product is: [CH2:1]([O:3][C:4](=[O:20])[C@@H:5]([O:18][CH3:19])[CH2:6][C:7]1[CH:12]=[CH:11][C:10]([O:13][CH2:14][CH2:15][CH2:16][O:46][C:36]2[CH:37]=[CH:38][C:33]([C:30]3[CH:31]=[CH:32][C:27]([O:26][Si:25]([C:21]([CH3:24])([CH3:23])[CH3:22])([CH3:41])[CH3:40])=[CH:28][CH:29]=3)=[CH:34][CH:35]=2)=[CH:9][CH:8]=1)[CH3:2].